This data is from Full USPTO retrosynthesis dataset with 1.9M reactions from patents (1976-2016). The task is: Predict the reactants needed to synthesize the given product. (1) Given the product [Br:7][C:8]1[CH:9]=[C:10]([C:15]([C:16]([F:19])([F:18])[F:17])=[CH2:1])[CH:11]=[C:12]([Br:14])[CH:13]=1, predict the reactants needed to synthesize it. The reactants are: [CH3:1]C([O-])(C)C.[K+].[Br:7][C:8]1[CH:9]=[C:10]([C:15](=O)[C:16]([F:19])([F:18])[F:17])[CH:11]=[C:12]([Br:14])[CH:13]=1. (2) The reactants are: C(N(CC)CC)C.C([O:11][CH2:12][C:13](Cl)=[O:14])(=O)C.[CH3:16][C@H:17]1[NH:22][C@@H:21]([CH3:23])[CH2:20][N:19]([C:24]2[N:25]([CH2:46][C:47]([F:50])([F:49])[F:48])[C:26]3[C:31]([N:32]=2)=[C:30]([N:33]2[CH2:38][CH2:37][O:36][CH2:35][CH2:34]2)[N:29]=[C:28]([C:39]2[CH:40]=[N:41][C:42]([NH2:45])=[N:43][CH:44]=2)[N:27]=3)[CH2:18]1.C[O-].[Na+].CO. Given the product [NH2:45][C:42]1[N:43]=[CH:44][C:39]([C:28]2[N:27]=[C:26]3[C:31]([N:32]=[C:24]([N:19]4[CH2:18][C@@H:17]([CH3:16])[N:22]([C:12](=[O:11])[CH2:13][OH:14])[C@@H:21]([CH3:23])[CH2:20]4)[N:25]3[CH2:46][C:47]([F:50])([F:49])[F:48])=[C:30]([N:33]3[CH2:38][CH2:37][O:36][CH2:35][CH2:34]3)[N:29]=2)=[CH:40][N:41]=1, predict the reactants needed to synthesize it. (3) Given the product [NH2:11][C:7]1([C:14]([OH:15])=[O:17])[C:8]2[C:4](=[CH:3][C:2]([Br:1])=[CH:10][CH:9]=2)[CH2:5][CH2:6]1, predict the reactants needed to synthesize it. The reactants are: [Br:1][C:2]1[CH:3]=[C:4]2[C:8](=[CH:9][CH:10]=1)[C:7]1([C:14](=[O:15])NC(=O)[NH:11]1)[CH2:6][CH2:5]2.[OH:17]S(O)(=O)=O. (4) Given the product [Br:1][C:2]1[CH:11]=[C:10]2[C:5]([CH:6]=[CH:7][N:8]([CH2:14][C:15]3[CH:20]=[CH:19][C:18]([F:21])=[CH:17][CH:16]=3)[C:9]2=[O:12])=[CH:4][CH:3]=1, predict the reactants needed to synthesize it. The reactants are: [Br:1][C:2]1[CH:11]=[C:10]2[C:5]([CH:6]=[CH:7][N:8]=[C:9]2[OH:12])=[CH:4][CH:3]=1.C[CH:14](Br)[C:15]1[CH:20]=[CH:19][C:18]([F:21])=[CH:17][CH:16]=1.C(=O)([O-])[O-].[Cs+].[Cs+]. (5) The reactants are: COC([C@H:5]1[C:10](=[O:11])[CH2:9][C@H:8]([CH2:12][CH2:13][CH3:14])[NH:7][C@@H:6]1[CH2:15][CH2:16][CH3:17])=O.[NH4+].[Cl-]. Given the product [CH2:15]([C@@H:6]1[CH2:5][C:10](=[O:11])[CH2:9][C@H:8]([CH2:12][CH2:13][CH3:14])[NH:7]1)[CH2:16][CH3:17], predict the reactants needed to synthesize it. (6) Given the product [NH2:16][CH2:15][C@@H:12]1[CH2:13][CH2:14][C@H:9]([NH:8][CH2:1][C:2]2[CH:3]=[CH:4][CH:5]=[CH:6][CH:7]=2)[CH2:10][CH2:11]1, predict the reactants needed to synthesize it. The reactants are: [CH2:1]([NH:8][C@@H:9]1[CH2:14][CH2:13][C@H:12]([CH2:15][NH:16]C(=O)OCC2C=CC=CC=2)[CH2:11][CH2:10]1)[C:2]1[CH:7]=[CH:6][CH:5]=[CH:4][CH:3]=1.[OH-].[K+].Cl. (7) Given the product [C:24]1([N:30]2[C:12](=[O:14])[C:3]3=[CH:4][NH:5][C:6]4[CH:7]=[CH:8][CH:9]=[CH:10][C:11]=4[C:2]3=[N:31]2)[CH:29]=[CH:28][CH:27]=[CH:26][CH:25]=1, predict the reactants needed to synthesize it. The reactants are: Cl[C:2]1[C:11]2[C:6](=[CH:7][CH:8]=[CH:9][CH:10]=2)[N:5]=[CH:4][C:3]=1[C:12]([O:14]CC)=O.C(N(CC)CC)C.[C:24]1([NH:30][NH2:31])[CH:29]=[CH:28][CH:27]=[CH:26][CH:25]=1.